Task: Regression. Given two drug SMILES strings and cell line genomic features, predict the synergy score measuring deviation from expected non-interaction effect.. Dataset: NCI-60 drug combinations with 297,098 pairs across 59 cell lines (1) Drug 1: CC1C(C(CC(O1)OC2CC(OC(C2O)C)OC3=CC4=CC5=C(C(=O)C(C(C5)C(C(=O)C(C(C)O)O)OC)OC6CC(C(C(O6)C)O)OC7CC(C(C(O7)C)O)OC8CC(C(C(O8)C)O)(C)O)C(=C4C(=C3C)O)O)O)O. Drug 2: CNC(=O)C1=NC=CC(=C1)OC2=CC=C(C=C2)NC(=O)NC3=CC(=C(C=C3)Cl)C(F)(F)F. Cell line: HOP-62. Synergy scores: CSS=63.4, Synergy_ZIP=-1.54, Synergy_Bliss=-1.79, Synergy_Loewe=-39.0, Synergy_HSA=0.997. (2) Drug 1: CC12CCC(CC1=CCC3C2CCC4(C3CC=C4C5=CN=CC=C5)C)O. Drug 2: CCC(=C(C1=CC=CC=C1)C2=CC=C(C=C2)OCCN(C)C)C3=CC=CC=C3.C(C(=O)O)C(CC(=O)O)(C(=O)O)O. Cell line: NCI-H322M. Synergy scores: CSS=-4.23, Synergy_ZIP=1.04, Synergy_Bliss=-1.73, Synergy_Loewe=-3.18, Synergy_HSA=-2.98. (3) Drug 1: C1=NC2=C(N=C(N=C2N1C3C(C(C(O3)CO)O)O)F)N. Drug 2: CC=C1C(=O)NC(C(=O)OC2CC(=O)NC(C(=O)NC(CSSCCC=C2)C(=O)N1)C(C)C)C(C)C. Cell line: MALME-3M. Synergy scores: CSS=49.4, Synergy_ZIP=-1.39, Synergy_Bliss=-2.05, Synergy_Loewe=-38.6, Synergy_HSA=-1.38. (4) Drug 1: CCCS(=O)(=O)NC1=C(C(=C(C=C1)F)C(=O)C2=CNC3=C2C=C(C=N3)C4=CC=C(C=C4)Cl)F. Drug 2: CC12CCC3C(C1CCC2=O)CC(=C)C4=CC(=O)C=CC34C. Cell line: NCI-H322M. Synergy scores: CSS=10.8, Synergy_ZIP=6.69, Synergy_Bliss=4.78, Synergy_Loewe=-10.8, Synergy_HSA=-0.247. (5) Drug 1: CC1=C2C(C(=O)C3(C(CC4C(C3C(C(C2(C)C)(CC1OC(=O)C(C(C5=CC=CC=C5)NC(=O)OC(C)(C)C)O)O)OC(=O)C6=CC=CC=C6)(CO4)OC(=O)C)OC)C)OC. Drug 2: CC1=C(C(=CC=C1)Cl)NC(=O)C2=CN=C(S2)NC3=CC(=NC(=N3)C)N4CCN(CC4)CCO. Cell line: KM12. Synergy scores: CSS=36.6, Synergy_ZIP=1.18, Synergy_Bliss=-1.94, Synergy_Loewe=-26.9, Synergy_HSA=-1.98. (6) Drug 1: CCC1(CC2CC(C3=C(CCN(C2)C1)C4=CC=CC=C4N3)(C5=C(C=C6C(=C5)C78CCN9C7C(C=CC9)(C(C(C8N6C=O)(C(=O)OC)O)OC(=O)C)CC)OC)C(=O)OC)O.OS(=O)(=O)O. Drug 2: C1CC(C1)(C(=O)O)C(=O)O.[NH2-].[NH2-].[Pt+2]. Cell line: A498. Synergy scores: CSS=5.31, Synergy_ZIP=-3.22, Synergy_Bliss=-5.57, Synergy_Loewe=-0.106, Synergy_HSA=-1.90. (7) Drug 1: C1=CC(=CC=C1CC(C(=O)O)N)N(CCCl)CCCl.Cl. Drug 2: C(CN)CNCCSP(=O)(O)O. Cell line: NCI-H322M. Synergy scores: CSS=0.257, Synergy_ZIP=1.24, Synergy_Bliss=4.03, Synergy_Loewe=0.0362, Synergy_HSA=0.559. (8) Drug 1: CC1=CC2C(CCC3(C2CCC3(C(=O)C)OC(=O)C)C)C4(C1=CC(=O)CC4)C. Drug 2: CC1=C2C(C(=O)C3(C(CC4C(C3C(C(C2(C)C)(CC1OC(=O)C(C(C5=CC=CC=C5)NC(=O)C6=CC=CC=C6)O)O)OC(=O)C7=CC=CC=C7)(CO4)OC(=O)C)O)C)OC(=O)C. Cell line: MOLT-4. Synergy scores: CSS=63.8, Synergy_ZIP=11.1, Synergy_Bliss=10.2, Synergy_Loewe=-31.9, Synergy_HSA=11.9. (9) Drug 1: C1=CC(=CC=C1C#N)C(C2=CC=C(C=C2)C#N)N3C=NC=N3. Drug 2: CC1=C(C(CCC1)(C)C)C=CC(=CC=CC(=CC(=O)O)C)C. Cell line: TK-10. Synergy scores: CSS=0.211, Synergy_ZIP=3.53, Synergy_Bliss=-4.03, Synergy_Loewe=-3.70, Synergy_HSA=-3.86.